Dataset: Forward reaction prediction with 1.9M reactions from USPTO patents (1976-2016). Task: Predict the product of the given reaction. Given the reactants [CH3:1][O:2][CH:3]([O:27][CH3:28])[CH2:4][N:5]1[C:9]2[N:10]=[C:11]([C:20]3[CH:26]=[CH:25][C:23]([NH2:24])=[CH:22][CH:21]=3)[N:12]=[C:13]([N:14]3[CH2:19][CH2:18][O:17][CH2:16][CH2:15]3)[C:8]=2[N:7]=[N:6]1.[F:29][C:30]1[CH:35]=[CH:34][C:33]([N:36]=[C:37]=[O:38])=[CH:32][CH:31]=1, predict the reaction product. The product is: [CH3:28][O:27][CH:3]([O:2][CH3:1])[CH2:4][N:5]1[C:9]2[N:10]=[C:11]([C:20]3[CH:26]=[CH:25][C:23]([NH:24][C:37]([NH:36][C:33]4[CH:34]=[CH:35][C:30]([F:29])=[CH:31][CH:32]=4)=[O:38])=[CH:22][CH:21]=3)[N:12]=[C:13]([N:14]3[CH2:15][CH2:16][O:17][CH2:18][CH2:19]3)[C:8]=2[N:7]=[N:6]1.